This data is from Forward reaction prediction with 1.9M reactions from USPTO patents (1976-2016). The task is: Predict the product of the given reaction. (1) Given the reactants [CH2:1]([O:5][C:6]1[CH:11]=[CH:10][C:9]([S:12](Cl)(=[O:14])=[O:13])=[CH:8][C:7]=1[C:16]1[NH:17][C:18](=[S:29])[C:19]2[N:24]([CH3:25])[N:23]=[C:22]([CH2:26][CH2:27][CH3:28])[C:20]=2[N:21]=1)[CH:2]([CH3:4])[CH3:3].[CH3:30][N:31]1[CH2:36][CH2:35][NH:34][CH2:33][CH2:32]1, predict the reaction product. The product is: [CH2:1]([O:5][C:6]1[CH:11]=[CH:10][C:9]([S:12]([N:34]2[CH2:35][CH2:36][N:31]([CH3:30])[CH2:32][CH2:33]2)(=[O:14])=[O:13])=[CH:8][C:7]=1[C:16]1[NH:17][C:18](=[S:29])[C:19]2[N:24]([CH3:25])[N:23]=[C:22]([CH2:26][CH2:27][CH3:28])[C:20]=2[N:21]=1)[CH:2]([CH3:4])[CH3:3]. (2) Given the reactants [Br:1][C:2]1[CH:7]=[CH:6][C:5](=[O:8])[NH:4][C:3]=1[C:9]#[N:10].C(=O)([O-])[O-].[K+].[K+].I[CH2:18][CH2:19][CH2:20][CH3:21], predict the reaction product. The product is: [Br:1][C:2]1[C:3]([C:9]#[N:10])=[N:4][C:5]([O:8][CH2:18][CH2:19][CH2:20][CH3:21])=[CH:6][CH:7]=1. (3) Given the reactants CS([O:5][CH2:6][CH2:7][CH2:8][C:9]1[N:13]([C:14]2[CH:19]=[CH:18][C:17]([C:20]([NH:22][CH2:23][CH3:24])=[O:21])=[CH:16][CH:15]=2)[N:12]=[N:11][C:10]=1[C:25]([NH:27][CH:28]1[CH2:30][CH2:29]1)=[O:26])(=O)=O.C(=O)([O-])[O-].[K+].[K+].[F:37][CH:38]([F:41])[CH2:39]O, predict the reaction product. The product is: [CH:28]1([NH:27][C:25]([C:10]2[N:11]=[N:12][N:13]([C:14]3[CH:19]=[CH:18][C:17]([C:20]([NH:22][CH2:23][CH3:24])=[O:21])=[CH:16][CH:15]=3)[C:9]=2[CH2:8][CH2:7][CH2:6][O:5][CH2:39][CH:38]([F:41])[F:37])=[O:26])[CH2:30][CH2:29]1. (4) Given the reactants C(NCCO)C1C=CC=CC=1.C([O:14][C:15](=[O:51])[C:16]([CH2:38][CH2:39][N:40]([CH2:44][C:45]1[CH:50]=[CH:49][CH:48]=[CH:47][CH:46]=1)[CH2:41][CH2:42][OH:43])([NH:30]C(OC(C)(C)C)=O)[CH2:17][CH2:18][CH2:19][CH2:20][B:21]1[O:25]C(C)(C)C(C)(C)[O:22]1)C.[ClH:52], predict the reaction product. The product is: [ClH:52].[ClH:52].[NH2:30][C:16]([CH2:38][CH2:39][N:40]([CH2:44][C:45]1[CH:50]=[CH:49][CH:48]=[CH:47][CH:46]=1)[CH2:41][CH2:42][OH:43])([CH2:17][CH2:18][CH2:19][CH2:20][B:21]([OH:22])[OH:25])[C:15]([OH:51])=[O:14]. (5) Given the reactants [CH3:1][N:2]([CH3:18])[C:3]1[C:4]2[N:5]([N:10]=[C:11]([C:13]([O:15]CC)=O)[CH:12]=2)[CH:6]=[C:7]([CH3:9])[N:8]=1.[CH3:19][CH2:20][O:21][C:22]([CH3:24])=[O:23].[Li+].C[Si]([N-][Si](C)(C)C)(C)C, predict the reaction product. The product is: [CH3:18][N:2]([CH3:1])[C:3]1[C:4]2[N:5]([N:10]=[C:11]([C:13](=[O:15])[CH2:24][C:22]([O:21][CH2:20][CH3:19])=[O:23])[CH:12]=2)[CH:6]=[C:7]([CH3:9])[N:8]=1. (6) Given the reactants C(NC(C)C)(C)C.[CH2:8]([Li])[CH2:9][CH2:10][CH3:11].[C:13]1([C:19]2[C:20]3[CH:32]=[CH:31][CH:30]=[CH:29][C:21]=3[O:22][CH2:23][C:24]=2[CH2:25][C:26]([OH:28])=[O:27])[CH:18]=[CH:17][CH:16]=[CH:15][CH:14]=1.BrCCCC.Cl, predict the reaction product. The product is: [C:13]1([C:19]2[C:20]3[CH:32]=[CH:31][CH:30]=[CH:29][C:21]=3[O:22][CH2:23][C:24]=2[CH:25]([CH2:8][CH2:9][CH2:10][CH3:11])[C:26]([OH:28])=[O:27])[CH:14]=[CH:15][CH:16]=[CH:17][CH:18]=1. (7) Given the reactants Br[C:2]1[CH:3]=[C:4]([CH:31]=[CH:32][CH:33]=1)[CH2:5][N:6]1[CH2:30][CH2:29][C:9]2([N:13]([C:14]3[CH:19]=[CH:18][CH:17]=[C:16]([F:20])[CH:15]=3)[C:12](=[O:21])[N:11]=[C:10]2[NH:22][CH:23]2[CH2:28][CH2:27][CH2:26][CH2:25][CH2:24]2)[CH2:8][CH2:7]1.[CH:34]([C:36]1[CH:41]=[CH:40][CH:39]=[CH:38][C:37]=1B(O)O)=[CH2:35].P(C1C=C(S(O)(=O)=O)C=CC=1)(C1C=C(S(O)(=O)=O)C=CC=1)C1C=C(S(O)(=O)=O)C=CC=1.C(NC(C)C)(C)C, predict the reaction product. The product is: [CH:23]1([NH:22][C:10]2[C:9]3([CH2:29][CH2:30][N:6]([CH2:5][C:4]4[CH:3]=[C:2]([C:37]5[CH:38]=[CH:39][CH:40]=[CH:41][C:36]=5[CH:34]=[CH2:35])[CH:33]=[CH:32][CH:31]=4)[CH2:7][CH2:8]3)[N:13]([C:14]3[CH:19]=[CH:18][CH:17]=[C:16]([F:20])[CH:15]=3)[C:12](=[O:21])[N:11]=2)[CH2:28][CH2:27][CH2:26][CH2:25][CH2:24]1. (8) Given the reactants CS(C)=O.[H-].[Na+].[I-].[CH3:8][S+](C)C.[Cl:12][C:13]1[CH:18]=[CH:17][C:16]([C:19](=[O:21])[CH3:20])=[CH:15][CH:14]=1, predict the reaction product. The product is: [Cl:12][C:13]1[CH:18]=[CH:17][C:16]([C:19]2([CH3:8])[CH2:20][O:21]2)=[CH:15][CH:14]=1. (9) Given the reactants [F:1][CH:2]([F:49])[C:3]1[N:7]([C:8]2[N:13]=[C:12]([N:14]3[CH2:19][CH2:18][O:17][CH2:16][CH2:15]3)[N:11]=[C:10]([N:20]([CH2:34][CH2:35][CH2:36][N:37]3[CH2:42][CH2:41][O:40][CH2:39][CH2:38]3)[CH:21]3[CH2:26][CH2:25][N:24](C(OC(C)(C)C)=O)[CH2:23][CH2:22]3)[N:9]=2)[C:6]2[CH:43]=[CH:44][CH:45]=[C:46]([O:47][CH3:48])[C:5]=2[N:4]=1.C(O)(C(F)(F)F)=O, predict the reaction product. The product is: [F:49][CH:2]([F:1])[C:3]1[N:7]([C:8]2[N:13]=[C:12]([N:14]3[CH2:15][CH2:16][O:17][CH2:18][CH2:19]3)[N:11]=[C:10]([N:20]([CH2:34][CH2:35][CH2:36][N:37]3[CH2:38][CH2:39][O:40][CH2:41][CH2:42]3)[CH:21]3[CH2:22][CH2:23][NH:24][CH2:25][CH2:26]3)[N:9]=2)[C:6]2[CH:43]=[CH:44][CH:45]=[C:46]([O:47][CH3:48])[C:5]=2[N:4]=1. (10) Given the reactants C([O:5][C:6](=O)[CH2:7][CH2:8][N:9]([C:14]1[C:19]([N+:20]([O-])=O)=[CH:18][N:17]=[C:16]([Cl:23])[N:15]=1)[CH2:10][CH2:11][O:12][CH3:13])(C)(C)C.Cl, predict the reaction product. The product is: [Cl:23][C:16]1[N:17]=[CH:18][C:19]2[NH:20][C:6](=[O:5])[CH2:7][CH2:8][N:9]([CH2:10][CH2:11][O:12][CH3:13])[C:14]=2[N:15]=1.